From a dataset of M1 muscarinic receptor agonist screen with 61,833 compounds. Binary Classification. Given a drug SMILES string, predict its activity (active/inactive) in a high-throughput screening assay against a specified biological target. (1) The molecule is Clc1ccc(c2c3n(nc2C)c2CC(CC(=O)c2cn3)c2occc2)cc1. The result is 0 (inactive). (2) The compound is S(c1n2c(cc(nc2nn1)C)C)CCC. The result is 0 (inactive). (3) The drug is OCCCNc1nc(NCc2ccccc2)c2CN(CCc2c1C#N)Cc1ccccc1. The result is 0 (inactive). (4) The molecule is OC1(c2c(N(C1=O)Cc1ccccc1)cccc2)C\C(=N\O)C. The result is 0 (inactive).